From a dataset of Reaction yield outcomes from USPTO patents with 853,638 reactions. Predict the reaction yield, written as a fraction of the theoretical maximum amount of product (1.0 means a 100% yield; for example, 0.34 means a 34% yield). (1) The product is [BrH:1].[Br:1][CH2:4][C:3]([C:6]1[CH:11]=[CH:10][N:9]=[CH:8][CH:7]=1)=[O:5]. The catalyst is Br.CC(O)=O.CCOCC. The reactants are [Br:1]Br.[C:3]([C:6]1[CH:11]=[CH:10][N:9]=[CH:8][CH:7]=1)(=[O:5])[CH3:4]. The yield is 0.970. (2) The reactants are Cl[C:2]([O:4][CH2:5][CH:6]([CH3:8])C)=O.[CH3:9][O:10][CH2:11][CH2:12][C:13]([OH:15])=[O:14].CN1CC[O:20]CC1.[CH3:23][N:24]([CH3:47])[C:25]([C:27]1[N:31]([C:32]2[CH:37]=[CH:36][C:35]([O:38][CH3:39])=[CH:34][CH:33]=2)[C:30]([C:40]([O:42][CH2:43][CH3:44])=[O:41])=[C:29]([OH:45])[C:28]=1O)=[O:26]. The catalyst is C(Cl)Cl. The product is [CH3:9][O:10][CH2:11][CH2:12][C:13]([O:15][C:28]1[C:29]([O:45][C:8](=[O:20])[CH2:6][CH2:5][O:4][CH3:2])=[C:30]([C:40]([O:42][CH2:43][CH3:44])=[O:41])[N:31]([C:32]2[CH:37]=[CH:36][C:35]([O:38][CH3:39])=[CH:34][CH:33]=2)[C:27]=1[C:25](=[O:26])[N:24]([CH3:23])[CH3:47])=[O:14]. The yield is 0.390. (3) The reactants are Cl.[Cl:2][C:3]1[CH:12]=[CH:11][C:10]2[CH2:9][NH:8][CH2:7][CH2:6][C:5]=2[N:4]=1.CCN(CC)CC.[CH3:20][C:21]([O:24][C:25](O[C:25]([O:24][C:21]([CH3:23])([CH3:22])[CH3:20])=[O:26])=[O:26])([CH3:23])[CH3:22]. The catalyst is C(Cl)Cl. The product is [C:21]([O:24][C:25]([N:8]1[CH2:7][CH2:6][C:5]2[N:4]=[C:3]([Cl:2])[CH:12]=[CH:11][C:10]=2[CH2:9]1)=[O:26])([CH3:23])([CH3:22])[CH3:20]. The yield is 0.930. (4) The reactants are [CH:1]([O:4][C:5]1[CH:10]=[CH:9][C:8]([C:11]([N:13]2[CH2:18][CH2:17][C:16]3([O:23][CH:22]([CH2:24][O:25][CH3:26])[CH2:21][NH:20][CH2:19]3)[CH2:15][CH2:14]2)=[O:12])=[CH:7][C:6]=1[CH3:27])([CH3:3])[CH3:2].Br[C:29]1[CH:34]=[CH:33][C:32]([C:35]([F:38])([F:37])[F:36])=[CH:31][CH:30]=1.C1C=CC(P(C2C(C3C(P(C4C=CC=CC=4)C4C=CC=CC=4)=CC=C4C=3C=CC=C4)=C3C(C=CC=C3)=CC=2)C2C=CC=CC=2)=CC=1.CC(C)([O-])C.[Na+]. The catalyst is C1C=CC(/C=C/C(/C=C/C2C=CC=CC=2)=O)=CC=1.C1C=CC(/C=C/C(/C=C/C2C=CC=CC=2)=O)=CC=1.C1C=CC(/C=C/C(/C=C/C2C=CC=CC=2)=O)=CC=1.[Pd].[Pd].C1(C)C=CC=CC=1.CN1CCCC1=O. The product is [CH:1]([O:4][C:5]1[CH:10]=[CH:9][C:8]([C:11]([N:13]2[CH2:14][CH2:15][C:16]3([O:23][CH:22]([CH2:24][O:25][CH3:26])[CH2:21][N:20]([C:29]4[CH:34]=[CH:33][C:32]([C:35]([F:38])([F:37])[F:36])=[CH:31][CH:30]=4)[CH2:19]3)[CH2:17][CH2:18]2)=[O:12])=[CH:7][C:6]=1[CH3:27])([CH3:3])[CH3:2]. The yield is 0.100.